The task is: Predict the product of the given reaction.. This data is from Forward reaction prediction with 1.9M reactions from USPTO patents (1976-2016). Given the reactants [C:1]([O:5][C@@H:6]([C:10]1[C:37]([CH3:38])=[CH:36][C:13]2[N:14]=[C:15]([C:17]3[CH:22]=[CH:21][N:20]=[C:19]([N:23]4[CH2:28][CH2:27][N:26]5[C:29](C(F)(F)F)=[N:30][N:31]=[C:25]5[CH2:24]4)[CH:18]=3)[S:16][C:12]=2[C:11]=1[C:39]1[CH:44]=[CH:43][C:42]([Cl:45])=[CH:41][CH:40]=1)[C:7]([OH:9])=[O:8])([CH3:4])([CH3:3])[CH3:2].Cl.N1N=CN2CCNCC=12, predict the reaction product. The product is: [C:1]([O:5][C@@H:6]([C:10]1[C:37]([CH3:38])=[CH:36][C:13]2[N:14]=[C:15]([C:17]3[CH:22]=[CH:21][N:20]=[C:19]([N:23]4[CH2:28][CH2:27][N:26]5[CH:29]=[N:30][N:31]=[C:25]5[CH2:24]4)[CH:18]=3)[S:16][C:12]=2[C:11]=1[C:39]1[CH:40]=[CH:41][C:42]([Cl:45])=[CH:43][CH:44]=1)[C:7]([OH:9])=[O:8])([CH3:4])([CH3:2])[CH3:3].